From a dataset of KCNQ2 potassium channel screen with 302,405 compounds. Binary Classification. Given a drug SMILES string, predict its activity (active/inactive) in a high-throughput screening assay against a specified biological target. (1) The result is 0 (inactive). The drug is S=C(N\N=C1/c2c(c3c1cccc3)c(ccc2)C#N)N. (2) The compound is o1c(nc2ncccc12)c1c(c(NC(=O)c2oc([N+]([O-])=O)cc2)ccc1)C. The result is 0 (inactive). (3) The molecule is S(c1n(N)c(nn1)C1CC1)Cc1c2c(oc(=O)c1)c(c(cc2)C)C. The result is 0 (inactive). (4) The molecule is OC(CN1CCC(CC1)C(=O)N)COCc1ccc(OC)cc1. The result is 0 (inactive). (5) The drug is Clc1cc(N(S(=O)(=O)C)CC(=O)NC(CC)C)c(OC)cc1. The result is 0 (inactive). (6) The drug is O1c2c(OC1)ccc(c2)/C=C(\NC(=O)c1c(OC)cccc1)C(=O)Nc1cc(ccc1)C(O)=O. The result is 0 (inactive). (7) The molecule is o1c(nc2ncccc12)c1cc(c(N)cc1)C. The result is 0 (inactive). (8) The drug is S(=O)(=O)(Nc1c(ccc(c1)c1sc2ncccc2n1)C)c1cc2CCCCc2cc1. The result is 0 (inactive). (9) The compound is S(c1n(Cc2cc([N+]([O-])=O)ccc2)c2c(n1)cccc2)C. The result is 0 (inactive). (10) The result is 0 (inactive). The molecule is O1C(CC(CC(=O)Nc2ncccc2)C1=O)(C)C.